Dataset: Human liver microsome stability data. Task: Regression/Classification. Given a drug SMILES string, predict its absorption, distribution, metabolism, or excretion properties. Task type varies by dataset: regression for continuous measurements (e.g., permeability, clearance, half-life) or binary classification for categorical outcomes (e.g., BBB penetration, CYP inhibition). Dataset: hlm. (1) The molecule is O=S(=O)(Nc1cccc(CO)c1)c1ccc(-c2ccc(Br)cc2)cc1. The result is 0 (unstable in human liver microsomes). (2) The compound is CC(c1ccc2c(c1)OCO2)N1CCC(n2c(O)nc3ccccc32)CC1. The result is 1 (stable in human liver microsomes). (3) The drug is Cc1nc(-n2cc(Cl)c(OC3CCN(c4ncc(Cl)cn4)CC3)cc2=O)ccc1N1CCC(O)C1=O. The result is 0 (unstable in human liver microsomes). (4) The molecule is Cc1cc(CCC#N)cc(C)c1Oc1cc(Nc2ccc(C#N)cc2)c(N)cc1CN(C)C. The result is 0 (unstable in human liver microsomes). (5) The compound is Nc1ccc(C2CCCCC2)nc1C(=O)Nc1cnccc1N1CCC[C@H](N)C1. The result is 1 (stable in human liver microsomes).